Dataset: Full USPTO retrosynthesis dataset with 1.9M reactions from patents (1976-2016). Task: Predict the reactants needed to synthesize the given product. (1) Given the product [CH:37]([C:34]1[CH:35]=[CH:36][C:31]([CH2:2][C:3]2[C:11]3[O:10][CH2:9][CH:8]([C:12]4[CH:17]=[CH:16][C:15]([CH:18]([CH3:20])[CH3:19])=[CH:14][CH:13]=4)[C:7]=3[C:6]([CH3:21])=[C:5]([NH:22][C:23](=[O:29])[CH2:24][C:25]([CH3:28])([CH3:27])[CH3:26])[C:4]=2[CH3:30])=[CH:32][CH:33]=1)([CH3:38])[CH3:39], predict the reactants needed to synthesize it. The reactants are: O[CH:2]([C:31]1[CH:36]=[CH:35][C:34]([CH:37]([CH3:39])[CH3:38])=[CH:33][CH:32]=1)[C:3]1[C:11]2[O:10][CH2:9][CH:8]([C:12]3[CH:17]=[CH:16][C:15]([CH:18]([CH3:20])[CH3:19])=[CH:14][CH:13]=3)[C:7]=2[C:6]([CH3:21])=[C:5]([NH:22][C:23](=[O:29])[CH2:24][C:25]([CH3:28])([CH3:27])[CH3:26])[C:4]=1[CH3:30]. (2) The reactants are: [O:1]=[C:2]1[NH:7][C:6]([S-:8])=[N:5][CH:4]=[C:3]1[O:9][CH:10]1[CH2:15][CH2:14][CH2:13][CH2:12][O:11]1.[Na+].O1CCOCC1.Br[CH2:24][CH:25]1[CH2:27][CH2:26]1. Given the product [CH:25]1([CH2:24][S:8][C:6]2[NH:7][C:2](=[O:1])[C:3]([O:9][CH:10]3[CH2:15][CH2:14][CH2:13][CH2:12][O:11]3)=[CH:4][N:5]=2)[CH2:27][CH2:26]1, predict the reactants needed to synthesize it.